Dataset: Full USPTO retrosynthesis dataset with 1.9M reactions from patents (1976-2016). Task: Predict the reactants needed to synthesize the given product. (1) Given the product [Cl:24][C:21]1[CH:22]=[CH:23][C:18]([CH2:17][N:13]([CH:14]([CH3:15])[CH3:16])[CH:10]2[CH2:11][CH2:12][NH:8][CH2:9]2)=[CH:19][CH:20]=1, predict the reactants needed to synthesize it. The reactants are: C(OC([N:8]1[CH2:12][CH2:11][CH:10]([N:13]([CH2:17][C:18]2[CH:23]=[CH:22][C:21]([Cl:24])=[CH:20][CH:19]=2)[CH:14]([CH3:16])[CH3:15])[CH2:9]1)=O)(C)(C)C.FC(F)(F)C(O)=O. (2) Given the product [NH2:17][CH:16]=[C:13]1[C:12]([C:20]2[CH:25]=[CH:24][CH:23]=[C:22]([F:26])[CH:21]=2)=[N:11][N:10]([C:2]2[S:1][C:5]3[CH:6]=[CH:7][CH:8]=[CH:9][C:4]=3[N:3]=2)[C:14]1=[O:15], predict the reactants needed to synthesize it. The reactants are: [S:1]1[C:5]2[CH:6]=[CH:7][CH:8]=[CH:9][C:4]=2[N:3]=[C:2]1[N:10]1[C:14](=[O:15])[C:13](=[CH:16][N:17](C)C)[C:12]([C:20]2[CH:25]=[CH:24][CH:23]=[C:22]([F:26])[CH:21]=2)=[N:11]1.